From a dataset of Forward reaction prediction with 1.9M reactions from USPTO patents (1976-2016). Predict the product of the given reaction. (1) Given the reactants [CH3:1][C:2]1([CH3:16])[C:10](=[O:11])[N:9]2[CH:4]([CH2:5][CH2:6][CH:7]([C:12]([O:14]C)=[O:13])[CH2:8]2)[CH2:3]1.[Li+].[OH-], predict the reaction product. The product is: [CH3:1][C:2]1([CH3:16])[C:10](=[O:11])[N:9]2[CH:4]([CH2:5][CH2:6][CH:7]([C:12]([OH:14])=[O:13])[CH2:8]2)[CH2:3]1. (2) Given the reactants Cl[CH2:2][C:3]1[CH:7]=[CH:6][N:5]([C:8]2[N:18]=[CH:17][CH:16]=[CH:15][C:9]=2[C:10]([O:12][CH2:13][CH3:14])=[O:11])[N:4]=1.[F:19][C:20]1([F:26])[CH2:25][CH2:24][NH:23][CH2:22][CH2:21]1.C([O-])([O-])=O.[K+].[K+], predict the reaction product. The product is: [F:19][C:20]1([F:26])[CH2:25][CH2:24][N:23]([CH2:2][C:3]2[CH:7]=[CH:6][N:5]([C:8]3[N:18]=[CH:17][CH:16]=[CH:15][C:9]=3[C:10]([O:12][CH2:13][CH3:14])=[O:11])[N:4]=2)[CH2:22][CH2:21]1. (3) Given the reactants [CH2:1]=[C:2]1[C:19]2[C@:14]([CH3:21])([CH2:15][CH2:16][C:17](=[O:20])[CH:18]=2)[C@@H:13]2[C@H:4]([C@H:5]3[C@@:9]([CH2:11][CH2:12]2)([CH3:10])[C:8](=[O:22])[CH2:7][CH2:6]3)[CH2:3]1.ClC1C(=O)C(Cl)=C(Cl)C(=O)C=1Cl.FC(F)(F)S(O)(=O)=O.C[Si](N([Si](C)(C)C)C(=O)C(F)(F)F)(C)C, predict the reaction product. The product is: [CH2:1]=[C:2]1[C:19]2[C@:14]([CH3:21])([CH:15]=[CH:16][C:17](=[O:20])[CH:18]=2)[C@@H:13]2[C@H:4]([C@H:5]3[C@@:9]([CH2:11][CH2:12]2)([CH3:10])[C:8](=[O:22])[CH2:7][CH2:6]3)[CH2:3]1. (4) Given the reactants [Cl:1][C:2]1[CH:3]=[C:4]([CH:6]=[CH:7][C:8]=1[O:9][C:10]1[C:19]2[C:14](=[CH:15][C:16]([O:22][CH3:23])=[C:17]([O:20][CH3:21])[CH:18]=2)[N:13]=[CH:12][N:11]=1)[NH2:5].C(N(CC)CC)C.ClC(Cl)(O[C:35](=[O:41])OC(Cl)(Cl)Cl)Cl.Cl.[NH2:44][C:45]1[S:46][C:47]([CH3:51])=[C:48]([CH3:50])[N:49]=1, predict the reaction product. The product is: [Cl:1][C:2]1[CH:3]=[C:4]([NH:5][C:35]([NH:44][C:45]2[S:46][C:47]([CH3:51])=[C:48]([CH3:50])[N:49]=2)=[O:41])[CH:6]=[CH:7][C:8]=1[O:9][C:10]1[C:19]2[C:14](=[CH:15][C:16]([O:22][CH3:23])=[C:17]([O:20][CH3:21])[CH:18]=2)[N:13]=[CH:12][N:11]=1. (5) Given the reactants C(OC(=O)[NH:10][CH2:11][C:12](=[O:25])[NH:13][C@H:14]1[CH2:19][CH2:18][C@@H:17]([N:20]([CH:22]([CH3:24])[CH3:23])[CH3:21])[CH2:16][CH2:15]1)C1C=CC=CC=1, predict the reaction product. The product is: [NH2:10][CH2:11][C:12]([NH:13][C@H:14]1[CH2:19][CH2:18][C@@H:17]([N:20]([CH:22]([CH3:24])[CH3:23])[CH3:21])[CH2:16][CH2:15]1)=[O:25]. (6) Given the reactants [NH:1]1[CH2:6][CH2:5][CH:4]([C:7]2[O:8][C:9]([C:12]([F:15])([F:14])[F:13])=[N:10][N:11]=2)[CH2:3][CH2:2]1.C1(C)C=CC=CC=1.C(=O)([O-])[O-].[K+].[K+].[Br:29][C:30]1[CH:31]=[N:32][C:33](Cl)=[C:34]([CH:37]=1)[C:35]#[N:36], predict the reaction product. The product is: [Br:29][C:30]1[CH:31]=[N:32][C:33]([N:1]2[CH2:6][CH2:5][CH:4]([C:7]3[O:8][C:9]([C:12]([F:13])([F:15])[F:14])=[N:10][N:11]=3)[CH2:3][CH2:2]2)=[C:34]([CH:37]=1)[C:35]#[N:36]. (7) Given the reactants [Br:1][C:2]1[CH:3]=[CH:4][C:5]([F:10])=[C:6]([CH2:8][OH:9])[CH:7]=1.[Cr](O[Cr]([O-])(=O)=O)([O-])(=O)=O.[NH+]1C=CC=C[CH:21]=1.[NH+]1C=CC=CC=1, predict the reaction product. The product is: [Br:1][C:2]1[CH:3]=[CH:4][C:5]([F:10])=[C:6]([C:8](=[O:9])[CH3:21])[CH:7]=1.